The task is: Regression. Given a peptide amino acid sequence and an MHC pseudo amino acid sequence, predict their binding affinity value. This is MHC class II binding data.. This data is from Peptide-MHC class II binding affinity with 134,281 pairs from IEDB. (1) The peptide sequence is IDPFQLGLLVVFLATQEV. The MHC is DRB1_0301 with pseudo-sequence DRB1_0301. The binding affinity (normalized) is 0. (2) The peptide sequence is EKKYFAATQFPPLAA. The MHC is HLA-DPA10201-DPB10501 with pseudo-sequence HLA-DPA10201-DPB10501. The binding affinity (normalized) is 0.574. (3) The peptide sequence is MTEQQWNFAGIEAAA. The MHC is DRB1_0404 with pseudo-sequence DRB1_0404. The binding affinity (normalized) is 0.185. (4) The peptide sequence is AGELQIIDKIDAAFK. The MHC is DRB1_1201 with pseudo-sequence DRB1_1201. The binding affinity (normalized) is 0.535.